This data is from Full USPTO retrosynthesis dataset with 1.9M reactions from patents (1976-2016). The task is: Predict the reactants needed to synthesize the given product. Given the product [NH2:1][C:2]1[N:7]=[C:6]([C:8]2[C:9]([O:14][C:15]3[CH:20]=[CH:19][C:18]([NH:21][C:22]4[N:23]=[N:24][C:25]([C:31]5[CH:32]=[CH:33][CH:34]=[CH:35][CH:36]=5)=[CH:26][C:27]=4[C:28]([O:30][CH3:39])=[O:29])=[CH:17][CH:16]=3)=[N:10][CH:11]=[CH:12][CH:13]=2)[CH:5]=[CH:4][N:3]=1, predict the reactants needed to synthesize it. The reactants are: [NH2:1][C:2]1[N:7]=[C:6]([C:8]2[C:9]([O:14][C:15]3[CH:20]=[CH:19][C:18]([NH:21][C:22]4[N:23]=[N:24][C:25]([C:31]5[CH:36]=[CH:35][CH:34]=[CH:33][CH:32]=5)=[CH:26][C:27]=4[C:28]([OH:30])=[O:29])=[CH:17][CH:16]=3)=[N:10][CH:11]=[CH:12][CH:13]=2)[CH:5]=[CH:4][N:3]=1.CO.[CH:39]1(N=C=NC2CCCCC2)CCCCC1.CN(C=O)C.